From a dataset of Reaction yield outcomes from USPTO patents with 853,638 reactions. Predict the reaction yield, written as a fraction of the theoretical maximum amount of product (1.0 means a 100% yield; for example, 0.34 means a 34% yield). (1) The reactants are Br[C:2]1[C:11]2[O:10][CH2:9][CH2:8][O:7][C:6]=2[CH:5]=[C:4]([Cl:12])[CH:3]=1.C([Li])CCC.[B:18](OC)([O:21]C)[O:19]C.[NH4+].[Cl-]. The product is [Cl:12][C:4]1[CH:3]=[C:2]([B:18]([OH:21])[OH:19])[C:11]2[O:10][CH2:9][CH2:8][O:7][C:6]=2[CH:5]=1. The catalyst is CCOCC.CCCCCC. The yield is 0.870. (2) The reactants are [CH3:1][C@@H:2]1[C@@H:13]([C:14]2[CH:19]=[CH:18][CH:17]=[CH:16][CH:15]=2)[NH:12][C:11](=[O:20])[CH2:10][CH2:9][CH:8]=[CH:7][CH2:6][C@@H:5]([NH:21][C:22](=O)[O:23]C(C)(C)C)[C:4](=[O:29])[O:3]1.[C:30](OC(N[C@H](CC=C)C(O[C@H](C)[C@H](NC(=O)CCC=C)C1C=CC=CC=1)=O)=O)(C)(C)C.FC(F)(F)C(O)=O.C([SiH](CC)CC)C.C(N(CC)CC)C.C(OC(=O)C)(=O)C. The catalyst is C1(C)C=CC=CC=1. The product is [CH3:1][C@@H:2]1[C@@H:13]([C:14]2[CH:19]=[CH:18][CH:17]=[CH:16][CH:15]=2)[NH:12][C:11](=[O:20])[CH2:10][CH2:9][CH:8]=[CH:7][CH2:6][C@@H:5]([NH:21][C:22](=[O:23])[CH3:30])[C:4](=[O:29])[O:3]1. The yield is 0.370. (3) The reactants are [C:1]1([C:7]2[N:12]=[N:11][C:10]([N:13]3[CH2:18][CH2:17][N:16]([C:19]4[N:24]=[CH:23][CH:22]=[CH:21][N:20]=4)[CH2:15][CH2:14]3)=[C:9](O)[CH:8]=2)[CH:6]=[CH:5][CH:4]=[CH:3][CH:2]=1.[OH-].[Na+].P(Cl)(Cl)([Cl:30])=O. No catalyst specified. The product is [Cl:30][C:9]1[CH:8]=[C:7]([C:1]2[CH:6]=[CH:5][CH:4]=[CH:3][CH:2]=2)[N:12]=[N:11][C:10]=1[N:13]1[CH2:18][CH2:17][N:16]([C:19]2[N:24]=[CH:23][CH:22]=[CH:21][N:20]=2)[CH2:15][CH2:14]1. The yield is 0.914. (4) The reactants are Br[C:2]1[C:7]([N+:8]([O-:10])=[O:9])=[CH:6][C:5]([Br:11])=[CH:4][N:3]=1.[Cu](C#N)[C:13]#[N:14]. No catalyst specified. The product is [Br:11][C:5]1[CH:6]=[C:7]([N+:8]([O-:10])=[O:9])[C:2]([C:13]#[N:14])=[N:3][CH:4]=1. The yield is 0.590. (5) The reactants are [CH:1]1([CH2:6][CH2:7]C(Cl)=O)[CH2:5][CH2:4][CH2:3][CH2:2]1.[CH3:11][Li].CC[O:15][CH2:16][CH3:17]. The catalyst is O1CCCC1. The product is [CH:1]1([CH2:6][CH2:7][C:16]([CH3:17])([OH:15])[CH3:11])[CH2:5][CH2:4][CH2:3][CH2:2]1. The yield is 0.650. (6) The reactants are [F:1][C:2]1[CH:7]=[CH:6][C:5]([N:8]2[CH:13]=[CH:12][C:11]([I:14])=[C:10]([C:15](O)=[O:16])[C:9]2=[O:18])=[CH:4][CH:3]=1.O=S(Cl)[Cl:21]. The catalyst is CN(C=O)C.C1(C)C=CC=CC=1. The product is [F:1][C:2]1[CH:7]=[CH:6][C:5]([N:8]2[CH:13]=[CH:12][C:11]([I:14])=[C:10]([C:15]([Cl:21])=[O:16])[C:9]2=[O:18])=[CH:4][CH:3]=1. The yield is 0.950. (7) The reactants are [O:1]1[C:5]2([CH2:10][CH2:9][CH:8]([C:11]([O:13][CH2:14][CH3:15])=[O:12])[CH2:7][CH2:6]2)[O:4][CH2:3][CH2:2]1.C([SiH](CC)CC)C.FC(F)(F)S(O[Si](C(C)(C)C)(C)C)(=O)=O.O. The catalyst is ClCCl. The product is [OH:1][CH2:2][CH2:3][O:4][CH:5]1[CH2:10][CH2:9][CH:8]([C:11]([O:13][CH2:14][CH3:15])=[O:12])[CH2:7][CH2:6]1. The yield is 0.200. (8) The reactants are C[Si]([C:5]#[C:6][C:7]1[CH:8]=[N:9][CH:10]=[C:11]([CH:14]=1)[C:12]#[N:13])(C)C.[Cl:15][C:16]1[CH:17]=[C:18](I)[CH:19]=[CH:20][CH:21]=1.C(N(CC)CC)C.[F-].C([N+](CCCC)(CCCC)CCCC)CCC.O1CCCC1. The catalyst is C1(C=CC=CC=1)[P](C1C=CC=CC=1)(C1C=CC=CC=1)[Pd][P](C1C=CC=CC=1)(C1C=CC=CC=1)C1C=CC=CC=1.[Cu]I. The product is [Cl:15][C:16]1[CH:21]=[C:20]([C:5]#[C:6][C:7]2[CH:8]=[N:9][CH:10]=[C:11]([CH:14]=2)[C:12]#[N:13])[CH:19]=[CH:18][CH:17]=1. The yield is 0.720. (9) The catalyst is C1COCC1. The reactants are CCCC[N+](CCCC)(CCCC)CCCC.[F-].[Si]([O:36][CH2:37][CH2:38][CH2:39][N:40]1[C:44]2=[N:45][CH:46]=[CH:47][CH:48]=[C:43]2[C:42]([C:49]2[C:50](=[O:68])[NH:51][C:52](=[O:67])[C:53]=2[C:54]2[C:59]3[O:60][C:61]4[CH:66]=[CH:65][CH:64]=[CH:63][C:62]=4[C:58]=3[CH:57]=[CH:56][CH:55]=2)=[CH:41]1)(C(C)(C)C)(C1C=CC=CC=1)C1C=CC=CC=1. The yield is 0.710. The product is [CH:57]1[C:58]2[C:62]3[CH:63]=[CH:64][CH:65]=[CH:66][C:61]=3[O:60][C:59]=2[C:54]([C:53]2[C:52](=[O:67])[NH:51][C:50](=[O:68])[C:49]=2[C:42]2[C:43]3[C:44](=[N:45][CH:46]=[CH:47][CH:48]=3)[N:40]([CH2:39][CH2:38][CH2:37][OH:36])[CH:41]=2)=[CH:55][CH:56]=1. (10) The reactants are [N+:1]([C:4]1[C:5](O)=[N:6][C:7]([C:10]2[CH:11]=[N:12][N:13]3[CH:18]=[CH:17][N:16]=[CH:15][C:14]=23)=[N:8][CH:9]=1)([O-:3])=[O:2].P(Cl)(Cl)([Cl:22])=O. No catalyst specified. The product is [Cl:22][C:5]1[C:4]([N+:1]([O-:3])=[O:2])=[CH:9][N:8]=[C:7]([C:10]2[CH:11]=[N:12][N:13]3[CH:18]=[CH:17][N:16]=[CH:15][C:14]=23)[N:6]=1. The yield is 0.860.